From a dataset of Reaction yield outcomes from USPTO patents with 853,638 reactions. Predict the reaction yield, written as a fraction of the theoretical maximum amount of product (1.0 means a 100% yield; for example, 0.34 means a 34% yield). (1) The catalyst is CN(C)C=O.C(OCC)(=O)C.O. The yield is 0.170. The reactants are [Cl-:1].[Cl:2][CH2:3][CH2:4][NH+:5]([CH2:15][CH2:16]Cl)[CH2:6][CH2:7][CH2:8][C:9]1[CH:14]=[CH:13][CH:12]=[CH:11][CH:10]=1.[F:18][C:19]1[CH:24]=[CH:23][CH:22]=[CH:21][C:20]=1[CH2:25][CH2:26][NH2:27].C(=O)([O-])[O-].[K+].[K+].[I-].[Na+]. The product is [ClH:2].[ClH:1].[F:18][C:19]1[CH:24]=[CH:23][CH:22]=[CH:21][C:20]=1[CH2:25][CH2:26][N:27]1[CH2:16][CH2:15][N:5]([CH2:6][CH2:7][CH2:8][C:9]2[CH:14]=[CH:13][CH:12]=[CH:11][CH:10]=2)[CH2:4][CH2:3]1. (2) The catalyst is N1C=CC=CC=1. The reactants are [C:1]([O:5][C:6](=[O:23])[NH:7][C@H:8]([C:13]([N:15]1[CH2:19][CH:18]=[CH:17][C@H:16]1[C:20](=O)[NH2:21])=[O:14])[C:9]([CH3:12])([CH3:11])[CH3:10])([CH3:4])([CH3:3])[CH3:2].P(Cl)(Cl)(Cl)=O. The product is [C:1]([O:5][C:6](=[O:23])[NH:7][C@H:8]([C:13]([N:15]1[CH2:19][CH:18]=[CH:17][C@H:16]1[C:20]#[N:21])=[O:14])[C:9]([CH3:12])([CH3:11])[CH3:10])([CH3:2])([CH3:3])[CH3:4]. The yield is 0.850. (3) The reactants are [CH3:1][O:2][C:3](=[O:22])[CH2:4][CH2:5][C:6]1[C:7](=[O:21])[N:8]([CH2:11][C:12]2[CH:17]=[CH:16][C:15]([N+:18]([O-])=O)=[CH:14][CH:13]=2)[CH2:9][CH:10]=1.C(O)(=O)C. The catalyst is CO.[Zn]. The yield is 0.250. The product is [CH3:1][O:2][C:3](=[O:22])[CH2:4][CH2:5][C:6]1[C:7](=[O:21])[N:8]([CH2:11][C:12]2[CH:13]=[CH:14][C:15]([NH2:18])=[CH:16][CH:17]=2)[CH2:9][CH:10]=1. (4) The reactants are [CH2:1]([C:3]1[N:8]=[C:7]([NH2:9])[N:6]=[C:5]([NH2:10])[C:4]=1[C:11]1[CH:16]=[CH:15][C:14]([NH:17][CH2:18][C:19]2[CH:24]=[CH:23][C:22]([S:25]([CH3:28])(=[O:27])=[O:26])=[CH:21][CH:20]=2)=[C:13]([N+:29]([O-])=O)[CH:12]=1)[CH3:2].[NH4+].[Cl-]. The catalyst is C(O)(C)C.O.[Fe]. The product is [NH2:29][C:13]1[CH:12]=[C:11]([C:4]2[C:5]([NH2:10])=[N:6][C:7]([NH2:9])=[N:8][C:3]=2[CH2:1][CH3:2])[CH:16]=[CH:15][C:14]=1[NH:17][CH2:18][C:19]1[CH:24]=[CH:23][C:22]([S:25]([CH3:28])(=[O:27])=[O:26])=[CH:21][CH:20]=1. The yield is 0.550. (5) The yield is 0.470. The catalyst is C(Cl)Cl. The product is [C:54]([O:53][C@H:52]1[C@@H:57]([O:58][CH2:59][C:60]2[CH:61]=[CH:62][CH:63]=[CH:64][CH:65]=2)[C@H:66]([O:67][CH2:68][C:69]2[CH:70]=[CH:71][CH:72]=[CH:73][CH:74]=2)[C@@H:75]([CH2:77][O:78][CH2:79][C:80]2[CH:81]=[CH:82][CH:83]=[CH:84][CH:85]=2)[O:76][C@@H:51]1[O:8][CH2:7][C@H:6]([O:5][CH2:4][CH2:3][C@H:2]([CH3:1])[CH2:31][CH2:32][CH2:33][C@H:34]([CH3:46])[CH2:35][CH2:36][CH2:37][C@H:38]([CH3:45])[CH2:39][CH2:40][CH2:41][CH:42]([CH3:44])[CH3:43])[CH2:9][O:10][CH2:11][CH2:12][C@H:13]([CH3:30])[CH2:14][CH2:15][CH2:16][C@H:17]([CH3:29])[CH2:18][CH2:19][CH2:20][C@H:21]([CH3:28])[CH2:22][CH2:23][CH2:24][CH:25]([CH3:26])[CH3:27])(=[O:56])[CH3:55]. The reactants are [CH3:1][C@H:2]([CH2:31][CH2:32][CH2:33][C@H:34]([CH3:46])[CH2:35][CH2:36][CH2:37][C@H:38]([CH3:45])[CH2:39][CH2:40][CH2:41][CH:42]([CH3:44])[CH3:43])[CH2:3][CH2:4][O:5][C@@H:6]([CH2:9][O:10][CH2:11][CH2:12][C@H:13]([CH3:30])[CH2:14][CH2:15][CH2:16][C@H:17]([CH3:29])[CH2:18][CH2:19][CH2:20][C@H:21]([CH3:28])[CH2:22][CH2:23][CH2:24][CH:25]([CH3:27])[CH3:26])[CH2:7][OH:8].ClC(Cl)(Cl)C(=N)O[C@H:51]1[O:76][C@H:75]([CH2:77][O:78][CH2:79][C:80]2[CH:85]=[CH:84][CH:83]=[CH:82][CH:81]=2)[C@@H:66]([O:67][CH2:68][C:69]2[CH:74]=[CH:73][CH:72]=[CH:71][CH:70]=2)[C@H:57]([O:58][CH2:59][C:60]2[CH:65]=[CH:64][CH:63]=[CH:62][CH:61]=2)[C@@H:52]1[O:53][C:54](=[O:56])[CH3:55].C([Si](OS(C(F)(F)F)(=O)=O)(CC)CC)C. (6) The reactants are [CH3:1][C:2]1[C:10]([CH3:11])=[CH:9][C:5]2[NH:6][CH:7]=[N:8][C:4]=2[CH:3]=1.[N+:12]([C:15]1[CH:22]=[CH:21][C:18]([CH2:19]Br)=[CH:17][CH:16]=1)([O-:14])=[O:13].C(=O)([O-])[O-].[K+].[K+].CN(C)C=O. The catalyst is O. The product is [CH3:1][C:2]1[C:10]([CH3:11])=[CH:9][C:5]2[N:6]([CH2:19][C:18]3[CH:21]=[CH:22][C:15]([N+:12]([O-:14])=[O:13])=[CH:16][CH:17]=3)[CH:7]=[N:8][C:4]=2[CH:3]=1. The yield is 0.320.